This data is from Peptide-MHC class I binding affinity with 185,985 pairs from IEDB/IMGT. The task is: Regression. Given a peptide amino acid sequence and an MHC pseudo amino acid sequence, predict their binding affinity value. This is MHC class I binding data. (1) The peptide sequence is NTAIFDMLY. The MHC is HLA-A24:02 with pseudo-sequence HLA-A24:02. The binding affinity (normalized) is 0.0847. (2) The peptide sequence is EVSARIAAL. The MHC is HLA-A26:01 with pseudo-sequence HLA-A26:01. The binding affinity (normalized) is 0.764. (3) The MHC is HLA-A11:01 with pseudo-sequence HLA-A11:01. The peptide sequence is KYAEAFQMV. The binding affinity (normalized) is 0.213. (4) The MHC is HLA-A11:01 with pseudo-sequence HLA-A11:01. The binding affinity (normalized) is 0. The peptide sequence is GTGPCPGDY. (5) The peptide sequence is KYYTSYTLK. The MHC is HLA-B46:01 with pseudo-sequence HLA-B46:01. The binding affinity (normalized) is 0.0847.